This data is from Full USPTO retrosynthesis dataset with 1.9M reactions from patents (1976-2016). The task is: Predict the reactants needed to synthesize the given product. (1) Given the product [CH:26]1[C:20]2[C:19]3[C:14]4[CH:13]=[CH:12][CH:11]=[CH:10][C:15]=4[CH:16]=[CH:17][C:18]=3[CH:9]=[C:8]([C:5]3[CH:6]=[CH:7][C:2]([B:31]([OH:36])[OH:32])=[CH:3][CH:4]=3)[C:21]=2[CH:29]=[CH:28][CH:27]=1, predict the reactants needed to synthesize it. The reactants are: Br[C:2]1[CH:7]=[CH:6][C:5]([C:8]2[CH:9]=[CH:10][C:11]3[C:12]4[C:13]5C=CC=C[C:14]=5[CH:15]=[CH:16][C:17]=4[CH:18]=[CH:19][C:20]=3[CH:21]=2)=[CH:4][CH:3]=1.[CH2:26]([Li])[CH2:27][CH2:28][CH3:29].[B:31](OC(C)C)([O:36]C(C)C)[O:32]C(C)C.Cl. (2) Given the product [C:1]([O:5][C:6]([C:8]1[C:13]([N+:14]([O-:16])=[O:15])=[CH:12][C:11]([C:19]#[N:20])=[CH:10][N:9]=1)=[O:7])([CH3:4])([CH3:3])[CH3:2], predict the reactants needed to synthesize it. The reactants are: [C:1]([O:5][C:6]([C:8]1[C:13]([N+:14]([O-:16])=[O:15])=[CH:12][C:11](Br)=[CH:10][N:9]=1)=[O:7])([CH3:4])([CH3:3])[CH3:2].O.[CH3:19][N:20](C=O)C. (3) Given the product [I-:32].[CH:33]([N+:21]1[C:20]2[CH:24]=[CH:25][C:17]([O:16][CH2:15][CH2:14][CH2:13][CH2:12][CH2:11][CH2:10][CH2:9][CH2:8][CH2:7][CH2:6][CH2:5][CH2:4][N:1]=[N+:2]=[N-:3])=[CH:18][C:19]=2[N:23]([CH:36]([CH3:37])[CH3:26])[CH:22]=1)([CH3:35])[CH3:34], predict the reactants needed to synthesize it. The reactants are: [N:1]([CH2:4][CH2:5][CH2:6][CH2:7][CH2:8][CH2:9][CH2:10][CH2:11][CH2:12][CH2:13][CH2:14][CH2:15][O:16][C:17]1[CH:25]=[CH:24][C:20]2[NH:21][CH:22]=[N:23][C:19]=2[CH:18]=1)=[N+:2]=[N-:3].[C:26]([O-])([O-])=O.[Cs+].[Cs+].[I:32][CH:33]([CH3:35])[CH3:34].[C:36](#N)[CH3:37]. (4) Given the product [C:1]([O:5][C:6]([C:8]1[C:9]([C:14]2[CH:19]=[CH:18][C:17]([CH2:20][N:21]3[C:25]([CH:26]=[N:33][OH:34])=[C:24]([Cl:28])[N:23]=[C:22]3[CH2:29][CH2:30][CH2:31][CH3:32])=[CH:16][CH:15]=2)=[CH:10][CH:11]=[CH:12][CH:13]=1)=[O:7])([CH3:2])([CH3:3])[CH3:4], predict the reactants needed to synthesize it. The reactants are: [C:1]([O:5][C:6]([C:8]1[C:9]([C:14]2[CH:19]=[CH:18][C:17]([CH2:20][N:21]3[C:25]([CH:26]=O)=[C:24]([Cl:28])[N:23]=[C:22]3[CH2:29][CH2:30][CH2:31][CH3:32])=[CH:16][CH:15]=2)=[CH:10][CH:11]=[CH:12][CH:13]=1)=[O:7])([CH3:4])([CH3:3])[CH3:2].[NH2:33][OH:34].Cl.N1C=CC=CC=1. (5) The reactants are: [NH:1]1[CH2:6][CH2:5][CH2:4][CH:3]2[CH2:7][N:8]([C:10]3[CH:19]=[CH:18][C:13]([C:14]([O:16]C)=O)=[CH:12][CH:11]=3)[CH2:9][CH:2]12.Cl.[CH3:21][O:22][C:23]1[CH:24]=[C:25]([CH2:31][O:32][C:33]2[CH:34]=[C:35]([NH2:38])[NH:36][N:37]=2)[CH:26]=[C:27]([O:29][CH3:30])[CH:28]=1.C[Al](C)C.C1(C)C=CC=CC=1. Given the product [NH:1]1[CH2:6][CH2:5][CH2:4][CH:3]2[CH2:7][N:8]([C:10]3[CH:11]=[CH:12][C:13]([C:14]([NH:38][C:35]4[NH:36][N:37]=[C:33]([O:32][CH2:31][C:25]5[CH:26]=[C:27]([O:29][CH3:30])[CH:28]=[C:23]([O:22][CH3:21])[CH:24]=5)[CH:34]=4)=[O:16])=[CH:18][CH:19]=3)[CH2:9][CH:2]12, predict the reactants needed to synthesize it. (6) Given the product [C:2]1(/[CH:1]=[CH:10]/[CH:11]=[CH:12][C:13]2[CH:18]=[CH:17][CH:16]=[CH:15][CH:14]=2)[CH:7]=[CH:6][CH:5]=[CH:4][CH:3]=1, predict the reactants needed to synthesize it. The reactants are: [CH:1](=O)[C:2]1[CH:7]=[CH:6][CH:5]=[CH:4][CH:3]=1.Br[CH2:10][CH:11]=[CH:12][C:13]1[CH:18]=[CH:17][CH:16]=[CH:15][CH:14]=1.C1([SiH2]C2C=CC=CC=2)C=CC=CC=1.C(=O)([O-])OC(C)(C)C.[Na+]. (7) Given the product [Cl:31][C:27]1[CH:26]=[C:25]([CH:30]=[CH:29][CH:28]=1)[O:24][CH2:23][C:22]([N:21]([CH3:33])[CH:18]1[CH2:19][CH2:20][NH:15][CH2:16][CH2:17]1)=[O:32], predict the reactants needed to synthesize it. The reactants are: ClC(OC(Cl)C)=O.C([N:15]1[CH2:20][CH2:19][CH:18]([N:21]([CH3:33])[C:22](=[O:32])[CH2:23][O:24][C:25]2[CH:30]=[CH:29][CH:28]=[C:27]([Cl:31])[CH:26]=2)[CH2:17][CH2:16]1)C1C=CC=CC=1.